Dataset: Human intestinal absorption (HIA) binary classification data from Hou et al.. Task: Regression/Classification. Given a drug SMILES string, predict its absorption, distribution, metabolism, or excretion properties. Task type varies by dataset: regression for continuous measurements (e.g., permeability, clearance, half-life) or binary classification for categorical outcomes (e.g., BBB penetration, CYP inhibition). Dataset: hia_hou. The result is 1 (good absorption). The drug is O=C1C(CCS(=O)c2ccccc2)C(=O)N(c2ccccc2)N1c1ccccc1.